From a dataset of NCI-60 drug combinations with 297,098 pairs across 59 cell lines. Regression. Given two drug SMILES strings and cell line genomic features, predict the synergy score measuring deviation from expected non-interaction effect. Drug 2: CCN(CC)CCNC(=O)C1=C(NC(=C1C)C=C2C3=C(C=CC(=C3)F)NC2=O)C. Drug 1: CC1CCC2CC(C(=CC=CC=CC(CC(C(=O)C(C(C(=CC(C(=O)CC(OC(=O)C3CCCCN3C(=O)C(=O)C1(O2)O)C(C)CC4CCC(C(C4)OC)OCCO)C)C)O)OC)C)C)C)OC. Cell line: NCI-H522. Synergy scores: CSS=-0.448, Synergy_ZIP=-1.00, Synergy_Bliss=-1.02, Synergy_Loewe=-1.57, Synergy_HSA=-0.898.